From a dataset of Peptide-MHC class I binding affinity with 185,985 pairs from IEDB/IMGT. Regression. Given a peptide amino acid sequence and an MHC pseudo amino acid sequence, predict their binding affinity value. This is MHC class I binding data. (1) The peptide sequence is AIIDYIAYM. The MHC is HLA-B46:01 with pseudo-sequence HLA-B46:01. The binding affinity (normalized) is 0.423. (2) The peptide sequence is DRPIPTTA. The MHC is Mamu-A01 with pseudo-sequence Mamu-A01. The binding affinity (normalized) is 0.250.